From a dataset of Experimentally validated miRNA-target interactions with 360,000+ pairs, plus equal number of negative samples. Binary Classification. Given a miRNA mature sequence and a target amino acid sequence, predict their likelihood of interaction. (1) The miRNA is mmu-miR-129-2-3p with sequence AAGCCCUUACCCCAAAAAGCAU. The protein sequence of the target gene is MSSIGTGYDLSASTFSPDGRVFQVEYAMKAVENSSTAIGIRCKDGVVFGVEKLVLSKLYEEGSNKRLFNVDRHVGMAVAGLLADARSLADIAREEASNFRSNFGYNIPLKHLADRVAMYVHAYTLYSAVRPFGCSFMLGSYSVNDGAQLYMIDPSGVSYGYWGCAIGKARQAAKTEIEKLQMKEMTCRDIVKEVAKIIYIVHDEVKDKAFELELSWVGELTNGRHEIVPKDIREEAEKYAKESLKEEDESDDDNM. Result: 0 (no interaction). (2) The protein sequence of the target gene is MVLDSGAQAYDQAPPSPPTSPPSLRHRLKPSDRDGPPLYPWSQSLALPLALAVPPALQPQPEQQPFSQMLLGHRGHMRRSESTYSVNSTGRRGRGTLGRPPPGRGRNPGGGTLRPAASLPHIAKTQRDAGHIASKSPCMLVALRPTNMDRERDKFFQSHYTYNPQFEYQEPMPTAVLEKYCEASGQFIHQAVGIIEAVLEKFGTYEHFEAATGGQLLTKCQIWSIVRKYMQKEGCAGEVVVQLSEDLLSQAVMMVENSRPTLAINLTGARQYWLEGMLRHEIGTHYLRGVNNARQPWHNA.... The miRNA is hsa-miR-6129 with sequence UGAGGGAGUUGGGUGUAUA. Result: 1 (interaction).